From a dataset of Peptide-MHC class II binding affinity with 134,281 pairs from IEDB. Regression. Given a peptide amino acid sequence and an MHC pseudo amino acid sequence, predict their binding affinity value. This is MHC class II binding data. (1) The peptide sequence is SQTTANPSCPAGT. The MHC is DRB3_0101 with pseudo-sequence DRB3_0101. The binding affinity (normalized) is 0. (2) The peptide sequence is GELQIVDKIDAAQKI. The MHC is DRB1_0401 with pseudo-sequence DRB1_0401. The binding affinity (normalized) is 0.602. (3) The peptide sequence is LARALVRAVAESHGV. The MHC is DRB1_0405 with pseudo-sequence DRB1_0405. The binding affinity (normalized) is 0.535.